Dataset: Retrosynthesis with 50K atom-mapped reactions and 10 reaction types from USPTO. Task: Predict the reactants needed to synthesize the given product. (1) Given the product CC(C)C(=O)N1N=C(c2cccc(F)c2)SC1(CCCN)c1ccccc1, predict the reactants needed to synthesize it. The reactants are: CC(C)C(=O)N1N=C(c2cccc(F)c2)SC1(CCCNC(=O)OC(C)(C)C)c1ccccc1. (2) Given the product CC1(C)C[C@H](C(=O)NC2(c3ccc(C(=O)O)cc3)CC2)N(Cc2ccc(C(F)(F)F)cc2)C1, predict the reactants needed to synthesize it. The reactants are: COC(=O)c1ccc(C2(NC(=O)[C@H]3CC(C)(C)CN3Cc3ccc(C(F)(F)F)cc3)CC2)cc1. (3) Given the product O=C(N1CCCC(CN2CCN(c3ccccc3F)CC2)C1)C1(c2ccc(Cl)cc2)CCC1, predict the reactants needed to synthesize it. The reactants are: CS(=O)(=O)OCC1CCCN(C(=O)C2(c3ccc(Cl)cc3)CCC2)C1.Fc1ccccc1N1CCNCC1. (4) The reactants are: OC1CN(C(c2cccs2)c2cccs2)C1. Given the product O=C1CN(C(c2cccs2)c2cccs2)C1, predict the reactants needed to synthesize it. (5) The reactants are: COC(=O)[C@@H](N)Cc1ccccc1.O=C(O)c1nc(-c2ccccc2)cs1. Given the product COC(=O)C(Cc1ccccc1)NC(=O)c1nc(-c2ccccc2)cs1, predict the reactants needed to synthesize it. (6) The reactants are: Cc1ccc(S(=O)(=O)n2c(C3=CCN(C(=O)OC(C)(C)C)CC3)cc3c(F)ccc(C#N)c32)cc1. Given the product Cc1ccc(S(=O)(=O)n2c(C3=CCNCC3)cc3c(F)ccc(C#N)c32)cc1, predict the reactants needed to synthesize it.